Dataset: Full USPTO retrosynthesis dataset with 1.9M reactions from patents (1976-2016). Task: Predict the reactants needed to synthesize the given product. Given the product [C:20]1([S:26]([N:1]2[C:9]3[C:4](=[CH:5][CH:6]=[CH:7][CH:8]=3)[C:3]([C:10]([NH2:12])=[O:11])=[N:2]2)(=[O:28])=[O:27])[CH:25]=[CH:24][CH:23]=[CH:22][CH:21]=1, predict the reactants needed to synthesize it. The reactants are: [NH:1]1[C:9]2[C:4](=[CH:5][CH:6]=[CH:7][CH:8]=2)[C:3]([C:10]([NH2:12])=[O:11])=[N:2]1.C(N(CC)CC)C.[C:20]1([S:26](Cl)(=[O:28])=[O:27])[CH:25]=[CH:24][CH:23]=[CH:22][CH:21]=1.